Dataset: Full USPTO retrosynthesis dataset with 1.9M reactions from patents (1976-2016). Task: Predict the reactants needed to synthesize the given product. (1) Given the product [NH2:8][C@H:9]1[CH2:13][CH2:12][CH2:11][C@H:10]1[C:14]([O:16][CH2:17][C:18]1[CH:19]=[CH:20][C:21]([O:24][CH3:25])=[CH:22][CH:23]=1)=[O:15], predict the reactants needed to synthesize it. The reactants are: C(OC([NH:8][C@H:9]1[CH2:13][CH2:12][CH2:11][C@H:10]1[C:14]([O:16][CH2:17][C:18]1[CH:23]=[CH:22][C:21]([O:24][CH3:25])=[CH:20][CH:19]=1)=[O:15])=O)(C)(C)C.O.C1(C)C=CC(S(O)(=O)=O)=CC=1. (2) Given the product [Br:1][C:2]1[CH:3]=[C:4]2[CH:11]=[N:10][N:9]([C:12]3[CH:13]=[CH:14][CH:15]=[CH:16][CH:17]=3)[C:5]2=[N:6][C:7]=1[O:8][CH2:26][C:27]1[N:28]([CH3:32])[N:29]=[CH:30][N:31]=1, predict the reactants needed to synthesize it. The reactants are: [Br:1][C:2]1[C:7](=[O:8])[NH:6][C:5]2[N:9]([C:12]3[CH:17]=[CH:16][CH:15]=[CH:14][CH:13]=3)[N:10]=[CH:11][C:4]=2[CH:3]=1.C(=O)([O-])[O-].[Cs+].[Cs+].Cl.Cl[CH2:26][C:27]1[N:28]([CH3:32])[N:29]=[CH:30][N:31]=1. (3) Given the product [C:8]([O:7][C:1]1[CH:2]=[CH:5][N:25]=[C:24]([Br:28])[CH:23]=1)(=[O:13])[C:9]([CH3:10])([CH3:11])[CH3:12], predict the reactants needed to synthesize it. The reactants are: [C:1]([O:7][C:8](=[O:13])[C:9]([CH3:12])([CH3:11])[CH3:10])(=O)[C:2]([CH3:5])(C)C.C(N(CC)CC)C.OC1C=C[N:25]=[C:24]([Br:28])[CH:23]=1. (4) Given the product [F:14][C:13]([F:15])([F:16])[CH:9]([NH:8][C:6](=[O:7])[O:5][C:1]([CH3:2])([CH3:4])[CH3:3])[CH2:10][OH:11], predict the reactants needed to synthesize it. The reactants are: [C:1]([O:5][C:6]([NH:8][CH:9]([C:13]([F:16])([F:15])[F:14])[C:10](O)=[O:11])=[O:7])([CH3:4])([CH3:3])[CH3:2].CN1CCOCC1.ClC(OCC)=O.[BH4-].[Na+]. (5) Given the product [F:1][C:2]1[CH:3]=[CH:4][C:5]([N:8]2[C:16]3[C:11](=[CH:12][C:13]([O:17][CH2:18][CH2:19][CH2:20][CH2:21][N:22]([CH3:23])[C:57]4[CH:62]=[CH:61][N:60]=[CH:59][CH:58]=4)=[CH:14][CH:15]=3)[CH:10]=[CH:9]2)=[CH:6][CH:7]=1, predict the reactants needed to synthesize it. The reactants are: [F:1][C:2]1[CH:7]=[CH:6][C:5]([N:8]2[C:16]3[C:11](=[CH:12][C:13]([O:17][CH2:18][CH2:19][CH2:20][CH2:21][NH:22][CH3:23])=[CH:14][CH:15]=3)[CH:10]=[CH:9]2)=[CH:4][CH:3]=1.C1(P(C2C=CC=CC=2C2C=CC=CC=2)C2CCCCC2)CCCCC1.CC(C)([O-])C.[Na+].Cl.Br[C:57]1[CH:62]=[CH:61][N:60]=[CH:59][CH:58]=1.[OH-].[Na+].